Dataset: Full USPTO retrosynthesis dataset with 1.9M reactions from patents (1976-2016). Task: Predict the reactants needed to synthesize the given product. (1) Given the product [CH:30]1([CH2:33][NH:34][C:5]2[N:10]=[C:9]([C:11]3[CH:12]=[C:13]4[CH:29]=[N:28][NH:27][C:14]4=[N:15][C:16]=3[C:17]3[CH:22]=[CH:21][CH:20]=[C:19]([C:23]([F:25])([F:26])[F:24])[CH:18]=3)[CH:8]=[CH:7][N:6]=2)[CH2:32][CH2:31]1, predict the reactants needed to synthesize it. The reactants are: CS([C:5]1[N:10]=[C:9]([C:11]2[CH:12]=[C:13]3[CH:29]=[N:28][NH:27][C:14]3=[N:15][C:16]=2[C:17]2[CH:22]=[CH:21][CH:20]=[C:19]([C:23]([F:26])([F:25])[F:24])[CH:18]=2)[CH:8]=[CH:7][N:6]=1)(=O)=O.[CH:30]1([CH2:33][NH2:34])[CH2:32][CH2:31]1. (2) Given the product [OH2:3].[S:2]([OH:5])(=[O:4])(=[O:3])[CH3:1].[S:2]([OH:5])(=[O:4])(=[O:3])[CH3:1], predict the reactants needed to synthesize it. The reactants are: [CH3:1][S:2]([OH:5])(=[O:4])=[O:3].O.CO.